Dataset: Reaction yield outcomes from USPTO patents with 853,638 reactions. Task: Predict the reaction yield, written as a fraction of the theoretical maximum amount of product (1.0 means a 100% yield; for example, 0.34 means a 34% yield). The reactants are [O:1]=[S:2]1(=[O:32])[C:6]2[CH:7]=[CH:8][CH:9]=[CH:10][C:5]=2[C:4]([S:11][CH:12]([CH2:17][C:18]2[CH:23]=[CH:22][C:21]([O:24][CH2:25][C:26]3[CH:31]=[CH:30][CH:29]=[CH:28][CH:27]=3)=[CH:20][CH:19]=2)[C:13]([O:15]C)=[O:14])=[N:3]1.[OH-].[K+].Cl.O. The catalyst is CO.O. The product is [O:32]=[S:2]1(=[O:1])[C:6]2[CH:7]=[CH:8][CH:9]=[CH:10][C:5]=2[C:4]([S:11][CH:12]([CH2:17][C:18]2[CH:23]=[CH:22][C:21]([O:24][CH2:25][C:26]3[CH:27]=[CH:28][CH:29]=[CH:30][CH:31]=3)=[CH:20][CH:19]=2)[C:13]([OH:15])=[O:14])=[N:3]1. The yield is 0.400.